Task: Predict the product of the given reaction.. Dataset: Forward reaction prediction with 1.9M reactions from USPTO patents (1976-2016) (1) Given the reactants [NH2:1][C:2]1[C:7]2=[CH:8][C:9]([CH2:24][CH2:25][CH2:26][N:27]3[CH2:31][CH2:30][CH2:29][CH2:28]3)=[C:10]([C:11]3[CH2:16][CH2:15][N:14]([C:17]([O:19][C:20]([CH3:23])([CH3:22])[CH3:21])=[O:18])[CH2:13][CH:12]=3)[N:6]2[N:5]=[CH:4][N:3]=1, predict the reaction product. The product is: [NH2:1][C:2]1[C:7]2=[CH:8][C:9]([CH2:24][CH2:25][CH2:26][N:27]3[CH2:31][CH2:30][CH2:29][CH2:28]3)=[C:10]([CH:11]3[CH2:16][CH2:15][N:14]([C:17]([O:19][C:20]([CH3:23])([CH3:22])[CH3:21])=[O:18])[CH2:13][CH2:12]3)[N:6]2[N:5]=[CH:4][N:3]=1. (2) Given the reactants C([O:5]C([N:8]1[CH2:13][CH2:12][N:11]([C:14]2[CH:19]=[CH:18][CH:17]=[C:16]([C:20]3[N:21]=[C:22]4[C:28]([C:29](=[O:34])[C:30]([CH3:33])([CH3:32])[CH3:31])=[CH:27][N:26]([CH2:35][O:36][CH2:37][CH2:38][Si:39]([CH3:42])([CH3:41])[CH3:40])[C:23]4=[N:24][CH:25]=3)[CH:15]=2)[CH2:10][CH2:9]1)=O)(C)(C)C.[CH2:43]([Cl:45])[Cl:44].CO, predict the reaction product. The product is: [NH4+:8].[OH-:5].[Cl:44][CH2:43][Cl:45].[CH3:31][C:30]([CH3:33])([CH3:32])[C:29]([C:28]1[C:22]2[C:23](=[N:24][CH:25]=[C:20]([C:16]3[CH:17]=[CH:18][CH:19]=[C:14]([N:11]4[CH2:12][CH2:13][NH:8][CH2:9][CH2:10]4)[CH:15]=3)[N:21]=2)[N:26]([CH2:35][O:36][CH2:37][CH2:38][Si:39]([CH3:41])([CH3:40])[CH3:42])[CH:27]=1)=[O:34]. (3) Given the reactants F[C:2]1[N:7]2[CH:8]=[C:9]([CH2:11][N:12]([CH3:23])[CH:13]3[C:22]4[N:21]=[CH:20][CH:19]=[CH:18][C:17]=4[CH2:16][CH2:15][CH2:14]3)[N:10]=[C:6]2[CH:5]=[CH:4][CH:3]=1.[CH3:24][NH:25][CH:26]1[CH2:30][N:29]([CH3:31])[CH2:28][CH2:27]1, predict the reaction product. The product is: [CH3:23][N:12]([CH2:11][C:9]1[N:10]=[C:6]2[CH:5]=[CH:4][CH:3]=[C:2]([N:25]([CH3:24])[CH:26]3[CH2:27][CH2:28][N:29]([CH3:31])[CH2:30]3)[N:7]2[CH:8]=1)[CH:13]1[C:22]2[N:21]=[CH:20][CH:19]=[CH:18][C:17]=2[CH2:16][CH2:15][CH2:14]1. (4) The product is: [Br:2][C:3]1[C:11]2[C:6](=[CH:7][CH:8]=[C:9]([C:12]3[N:16]=[C:19]([C@@H:21]4[CH2:26][CH2:25][CH2:24][N:23]([C:27]([O:29][C:30]([CH3:33])([CH3:32])[CH3:31])=[O:28])[CH2:22]4)[NH:17][N:18]=3)[CH:10]=2)[NH:5][N:4]=1. Given the reactants Cl.[Br:2][C:3]1[C:11]2[C:6](=[CH:7][CH:8]=[C:9]([C:12](=[NH:16])OCC)[CH:10]=2)[NH:5][N:4]=1.[NH:17]([C:19]([C@@H:21]1[CH2:26][CH2:25][CH2:24][N:23]([C:27]([O:29][C:30]([CH3:33])([CH3:32])[CH3:31])=[O:28])[CH2:22]1)=O)[NH2:18], predict the reaction product. (5) The product is: [CH3:23][N:22]([CH2:21][CH2:20][CH2:19][C:8]1([C:12]2[CH:13]=[CH:14][C:15]([F:18])=[CH:16][CH:17]=2)[O:7][CH2:6][C:5]2[CH:4]=[C:3]([C:2]#[N:1])[CH:11]=[CH:10][C:9]1=2)[CH3:24]. Given the reactants [NH2:1][CH2:2][C:3]1[CH:4]=[C:5]2[C:9](=[CH:10][CH:11]=1)[C:8]([CH2:19][CH2:20][CH2:21][N:22]([CH3:24])[CH3:23])([C:12]1[CH:17]=[CH:16][C:15]([F:18])=[CH:14][CH:13]=1)[O:7][CH2:6]2.S(=O)(=O)(O)[O-].[K+].[OH-].[Na+], predict the reaction product. (6) Given the reactants Br[C:2]1[CH:3]=[C:4]([O:8][C:9]2[CH:10]=[CH:11][C:12]3[N:13]([CH:15]=[C:16]([NH:18][C:19]([CH:21]4[CH2:23][CH2:22]4)=[O:20])[N:17]=3)[N:14]=2)[CH:5]=[N:6][CH:7]=1.[F:24][C:25]([F:36])([F:35])[C:26]1[CH:27]=[C:28]([CH:32]=[CH:33][CH:34]=1)[C:29]([NH2:31])=[O:30].C(=O)([O-])[O-].[K+].[K+], predict the reaction product. The product is: [CH:21]1([C:19]([NH:18][C:16]2[N:17]=[C:12]3[CH:11]=[CH:10][C:9]([O:8][C:4]4[CH:3]=[C:2]([NH:31][C:29](=[O:30])[C:28]5[CH:32]=[CH:33][CH:34]=[C:26]([C:25]([F:35])([F:36])[F:24])[CH:27]=5)[CH:7]=[N:6][CH:5]=4)=[N:14][N:13]3[CH:15]=2)=[O:20])[CH2:23][CH2:22]1. (7) Given the reactants [C:1]([C:5]1[CH:6]=[C:7]([CH3:11])[CH:8]=[CH:9][CH:10]=1)([CH3:4])([CH3:3])[CH3:2].S(=O)(=O)(O)O.[CH3:17][OH:18], predict the reaction product. The product is: [CH3:17][O:18][CH2:11][C:7]1[CH:8]=[CH:9][CH:10]=[C:5]([C:1]([CH3:4])([CH3:3])[CH3:2])[CH:6]=1.